From a dataset of Full USPTO retrosynthesis dataset with 1.9M reactions from patents (1976-2016). Predict the reactants needed to synthesize the given product. (1) Given the product [CH3:21][S:22]([O:13][CH2:12][C:11]#[C:10][CH2:9][O:8][Si:1]([C:4]([CH3:7])([CH3:6])[CH3:5])([CH3:3])[CH3:2])(=[O:24])=[O:23], predict the reactants needed to synthesize it. The reactants are: [Si:1]([O:8][CH2:9][C:10]#[C:11][CH2:12][OH:13])([C:4]([CH3:7])([CH3:6])[CH3:5])([CH3:3])[CH3:2].C(N(CC)CC)C.[CH3:21][S:22](Cl)(=[O:24])=[O:23].O. (2) Given the product [CH2:30]([O:29][C:22]1[CH:21]=[C:20]([C:18](=[O:19])[CH2:17][CH2:16][C:15]([NH:14][C:4]2[CH:3]=[C:2]([C:68]3[CH:67]=[N:66][N:65]([CH3:64])[CH:69]=3)[CH:7]=[C:6]([C:8]3[CH:13]=[CH:12][CH:11]=[CH:10][CH:9]=3)[N:5]=2)=[O:32])[CH:25]=[CH:24][C:23]=1[O:26][CH2:27][CH3:28])[CH3:31], predict the reactants needed to synthesize it. The reactants are: Cl[C:2]1[CH:7]=[C:6]([C:8]2[CH:13]=[CH:12][CH:11]=[CH:10][CH:9]=2)[N:5]=[C:4]([NH:14][C:15](=[O:32])[CH2:16][CH2:17][C:18]([C:20]2[CH:25]=[CH:24][C:23]([O:26][CH2:27][CH3:28])=[C:22]([O:29][CH2:30][CH3:31])[CH:21]=2)=[O:19])[CH:3]=1.C1(C2C=CC=CC=2)C=CC=CC=1P(C1CCCCC1)C1CCCCC1.C(=O)([O-])[O-].[K+].[K+].[CH3:64][N:65]1[CH:69]=[C:68](B2OC(C)(C)C(C)(C)O2)[CH:67]=[N:66]1. (3) Given the product [C:34](=[O:45])([O:35][C:36]1[CH:37]=[CH:38][C:39]([N+:42]([O-:44])=[O:43])=[CH:40][CH:41]=1)[O:10][CH:9]([C:6]1[CH:5]=[CH:4][C:3]([C:1]#[CH:2])=[CH:8][CH:7]=1)[CH:11]1[C:12]2[CH:13]=[CH:14][CH:15]=[CH:16][C:17]=2[C:18]2[C:23]1=[CH:22][CH:21]=[CH:20][CH:19]=2, predict the reactants needed to synthesize it. The reactants are: [C:1]([C:3]1[CH:8]=[CH:7][C:6]([CH:9]([CH:11]2[C:23]3[CH:22]=[CH:21][CH:20]=[CH:19][C:18]=3[C:17]3[C:12]2=[CH:13][CH:14]=[CH:15][CH:16]=3)[OH:10])=[CH:5][CH:4]=1)#[CH:2].[Li+].C[Si]([N-][Si](C)(C)C)(C)C.[C:34](=O)([O:45]C1C=CC([N+]([O-])=O)=CC=1)[O:35][C:36]1[CH:41]=[CH:40][C:39]([N+:42]([O-:44])=[O:43])=[CH:38][CH:37]=1. (4) Given the product [NH2:5][C:3]([N:2]1[CH2:10][CH2:11][C:12]([C:14]2[O:15][C:16]([C:19]3[CH:24]=[CH:23][CH:22]=[C:21]([Cl:25])[CH:20]=3)=[CH:17][CH:18]=2)=[N:1]1)=[S:4], predict the reactants needed to synthesize it. The reactants are: [NH2:1][NH:2][C:3]([NH2:5])=[S:4].[OH-].[Na+].CN(C)[CH2:10][CH2:11][C:12]([C:14]1[O:15][C:16]([C:19]2[CH:24]=[CH:23][CH:22]=[C:21]([Cl:25])[CH:20]=2)=[CH:17][CH:18]=1)=O. (5) Given the product [C:1]([O:5][C:6](=[O:23])[NH:7][C:8]1[C:9]([CH3:22])=[C:10]([Br:21])[C:11]2[O:15][C:14]([CH3:17])([CH3:16])[CH:13]([N:25]([CH3:26])[CH3:24])[C:12]=2[C:19]=1[CH3:20])([CH3:4])([CH3:3])[CH3:2], predict the reactants needed to synthesize it. The reactants are: [C:1]([O:5][C:6](=[O:23])[NH:7][C:8]1[C:9]([CH3:22])=[C:10]([Br:21])[C:11]2[O:15][C:14]([CH3:17])([CH3:16])[CH:13](O)[C:12]=2[C:19]=1[CH3:20])([CH3:4])([CH3:3])[CH3:2].[CH3:24][NH:25][CH3:26]. (6) Given the product [Br:1][C:2]1[S:6][C:5]([C:7]2[N:8]=[C:9]([O:16][C:58]3[CH:63]=[CH:62][C:61]([CH2:64][C:65]([O:67][CH3:68])=[O:66])=[CH:60][CH:59]=3)[C:10]3[CH2:15][CH2:14][CH2:13][C:11]=3[N:12]=2)=[CH:4][CH:3]=1, predict the reactants needed to synthesize it. The reactants are: [Br:1][C:2]1[S:6][C:5]([C:7]2[N:8]=[C:9]([O-:16])[C:10]3[CH2:15][CH2:14][CH2:13][C:11]=3[N:12]=2)=[CH:4][CH:3]=1.[K+].C1CN([P+](ON2N=NC3C=CC=CC2=3)(N2CCCC2)N2CCCC2)CC1.F[P-](F)(F)(F)(F)F.C(=O)([O-])[O-].[Cs+].[Cs+].O[C:58]1[CH:63]=[CH:62][C:61]([CH2:64][C:65]([O:67][CH3:68])=[O:66])=[CH:60][CH:59]=1.